Binary Classification. Given a T-cell receptor sequence (or CDR3 region) and an epitope sequence, predict whether binding occurs between them. From a dataset of TCR-epitope binding with 47,182 pairs between 192 epitopes and 23,139 TCRs. (1) The epitope is KTSVDCTMYI. The TCR CDR3 sequence is CASSSQGPSYEQYF. Result: 0 (the TCR does not bind to the epitope). (2) The epitope is KLGGALQAK. The TCR CDR3 sequence is CASSEQYNEQFF. Result: 1 (the TCR binds to the epitope). (3) The epitope is GTSGSPIINR. The TCR CDR3 sequence is CATSRLGITPNSPLHF. Result: 0 (the TCR does not bind to the epitope). (4) The epitope is KTSVDCTMYI. The TCR CDR3 sequence is CASSQDDRGKQYF. Result: 1 (the TCR binds to the epitope). (5) The epitope is RLRPGGKKK. The TCR CDR3 sequence is CASSREWNTEAFF. Result: 0 (the TCR does not bind to the epitope). (6) The epitope is NLNESLIDL. The TCR CDR3 sequence is CSVAAGVNEQFF. Result: 0 (the TCR does not bind to the epitope). (7) The epitope is LPAADLDDF. The TCR CDR3 sequence is CASSELGPEAYEQFF. Result: 0 (the TCR does not bind to the epitope).